This data is from Full USPTO retrosynthesis dataset with 1.9M reactions from patents (1976-2016). The task is: Predict the reactants needed to synthesize the given product. (1) Given the product [F:19][C:16]1[CH:17]=[CH:18][C:13]([O:11][C:2]2[CH:3]=[CH:4][C:5]3[C:10](=[CH:9][CH:8]=[CH:7][CH:6]=3)[CH:1]=2)=[C:14]([N+:20]([O-:22])=[O:21])[CH:15]=1.[F:23][C:24]1[CH:25]=[CH:26][C:27]([O:31][C:32]2[CH:41]=[CH:40][C:39]3[C:34](=[CH:35][CH:36]=[CH:37][CH:38]=3)[CH:33]=2)=[C:28]([NH:29][C:2]([NH:42][C:43]2[S:44][CH:45]=[CH:46][N:47]=2)=[O:11])[CH:30]=1, predict the reactants needed to synthesize it. The reactants are: [CH:1]1[C:10]2[C:5](=[CH:6][CH:7]=[CH:8][CH:9]=2)[CH:4]=[CH:3][C:2]=1[OH:11].F[C:13]1[CH:18]=[CH:17][C:16]([F:19])=[CH:15][C:14]=1[N+:20]([O-:22])=[O:21].[F:23][C:24]1[CH:25]=[CH:26][C:27]([O:31][C:32]2[CH:41]=[CH:40][C:39]3[C:34](=[CH:35][CH:36]=[CH:37][CH:38]=3)[CH:33]=2)=[C:28]([CH:30]=1)[NH2:29].[NH2:42][C:43]1[S:44][CH:45]=[CH:46][N:47]=1. (2) Given the product [CH:42]([NH:38][C:21]([C:20]1[C:14]2[C:15](=[N:16][CH:17]=[C:12]([C:6]3[C:5]4[C:9](=[CH:10][C:2]([Cl:1])=[CH:3][C:4]=4[F:32])[N:8]([CH3:11])[N:7]=3)[N:13]=2)[N:18]([CH2:24][O:25][CH2:26][CH2:27][Si:28]([CH3:30])([CH3:31])[CH3:29])[CH:19]=1)=[O:22])([CH3:43])[CH3:41], predict the reactants needed to synthesize it. The reactants are: [Cl:1][C:2]1[CH:10]=[C:9]2[C:5]([C:6]([C:12]3[N:13]=[C:14]4[C:20]([C:21](O)=[O:22])=[CH:19][N:18]([CH2:24][O:25][CH2:26][CH2:27][Si:28]([CH3:31])([CH3:30])[CH3:29])[C:15]4=[N:16][CH:17]=3)=[N:7][N:8]2[CH3:11])=[C:4]([F:32])[CH:3]=1.F[B-](F)(F)F.[N:38]1(OC(N(C)C)=[N+](C)C)[C:42]2[CH:43]=CC=C[C:41]=2N=N1.C(N(CC)C(C)C)(C)C.C(N)(C)C.